This data is from Peptide-MHC class I binding affinity with 185,985 pairs from IEDB/IMGT. The task is: Regression. Given a peptide amino acid sequence and an MHC pseudo amino acid sequence, predict their binding affinity value. This is MHC class I binding data. The peptide sequence is EVVMAYVGIK. The MHC is HLA-B53:01 with pseudo-sequence YYATYRNIFTNTYENIAYIRYDSYTWAVLAYLWY. The binding affinity (normalized) is 0.185.